From a dataset of Full USPTO retrosynthesis dataset with 1.9M reactions from patents (1976-2016). Predict the reactants needed to synthesize the given product. (1) Given the product [CH:13]1([O:1][N:2]2[C:3](=[O:12])[C:4]3[C:5](=[CH:8][CH:9]=[CH:10][CH:11]=3)[C:6]2=[O:7])[CH2:17][CH2:16][CH2:15][CH2:14]1, predict the reactants needed to synthesize it. The reactants are: [OH:1][N:2]1[C:6](=[O:7])[C:5]2=[CH:8][CH:9]=[CH:10][CH:11]=[C:4]2[C:3]1=[O:12].[CH:13]1(Br)[CH2:17][CH2:16][CH2:15][CH2:14]1.N12CCCN=C1CCCCC2. (2) Given the product [C:1]1([CH:7]([C:53]2[CH:54]=[CH:55][CH:56]=[CH:57][CH:58]=2)[CH2:8][NH:9][C:10]2[N:18]=[C:17]([N:19]3[CH2:23][CH2:22][C@@H:21]([NH:24][C:25]([NH:27][C:28]4[CH:29]=[N:30][CH:31]=[CH:32][CH:33]=4)=[O:26])[CH2:20]3)[N:16]=[C:15]3[C:11]=2[N:12]=[CH:13][N:14]3[C@@H:34]2[CH2:38][C@H:37]([NH:39][C:40](=[O:50])[C@H:41]([OH:43])[CH3:42])[C@@H:36]([OH:51])[C@H:35]2[OH:52])[CH:6]=[CH:5][CH:4]=[CH:3][CH:2]=1, predict the reactants needed to synthesize it. The reactants are: [C:1]1([CH:7]([C:53]2[CH:58]=[CH:57][CH:56]=[CH:55][CH:54]=2)[CH2:8][NH:9][C:10]2[N:18]=[C:17]([N:19]3[CH2:23][CH2:22][C@@H:21]([NH:24][C:25]([NH:27][C:28]4[CH:29]=[N:30][CH:31]=[CH:32][CH:33]=4)=[O:26])[CH2:20]3)[N:16]=[C:15]3[C:11]=2[N:12]=[CH:13][N:14]3[C@@H:34]2[CH2:38][C@H:37]([NH:39][C:40](=[O:50])[C@H:41]([O:43]C3C=CC=CC=3)[CH3:42])[C@@H:36]([OH:51])[C@H:35]2[OH:52])[CH:6]=[CH:5][CH:4]=[CH:3][CH:2]=1.C(O)(=O)C. (3) Given the product [C:14]([C:13]1[CH:16]=[C:17]([C:20]2[S:21][C:22]([N:25]3[CH:33]=[C:28]4[CH2:29][N:30]([CH2:47][CH2:46][C:45]([O:49][CH2:50][CH3:51])=[O:48])[CH2:31][CH2:32][C:27]4=[N:26]3)=[N:23][N:24]=2)[CH:18]=[CH:19][C:12]=1[O:11][CH:9]([CH3:8])[CH3:10])#[N:15], predict the reactants needed to synthesize it. The reactants are: FC(F)(F)C(O)=O.[CH3:8][CH:9]([O:11][C:12]1[CH:19]=[CH:18][C:17]([C:20]2[S:21][C:22]([N:25]3[CH:33]=[C:28]4[CH2:29][NH:30][CH2:31][CH2:32][C:27]4=[N:26]3)=[N:23][N:24]=2)=[CH:16][C:13]=1[C:14]#[N:15])[CH3:10].C1CCN2C(=NCCC2)CC1.[C:45]([O:49][CH2:50][CH3:51])(=[O:48])[CH:46]=[CH2:47]. (4) Given the product [O:23]=[S:19]1(=[O:22])[CH2:20][CH2:21][N:16]([CH2:15][C@@H:13]2[CH2:12][C@H:11]([NH2:10])[CH2:14]2)[CH2:17][CH2:18]1, predict the reactants needed to synthesize it. The reactants are: C(OC(=O)[NH:10][CH:11]1[CH2:14][CH:13]([CH2:15][N:16]2[CH2:21][CH2:20][S:19](=[O:23])(=[O:22])[CH2:18][CH2:17]2)[CH2:12]1)C1C=CC=CC=1. (5) The reactants are: [Cl:1]([O-:5])(=[O:4])(=[O:3])=[O:2].[Na+].[Cl-].[CH3:8][N+:9]1([CH2:14][O:15][CH3:16])[CH2:13][CH2:12][CH2:11][CH2:10]1. Given the product [Cl:1]([O-:5])(=[O:4])(=[O:3])=[O:2].[CH3:16][O:15][CH2:14][N+:9]1([CH3:8])[CH2:13][CH2:12][CH2:11][CH2:10]1, predict the reactants needed to synthesize it. (6) Given the product [NH2:1][C:2]([N:4]1[CH2:9][CH2:8][C:7]2[N:10]([CH2:36][CH2:37][CH2:38][N:39]3[CH2:44][CH2:43][O:42][CH2:41][C@@H:40]3[CH3:45])[N:11]=[C:12]([C:13]3[CH:14]=[CH:15][C:16]([Cl:35])=[C:17]([C:19]#[C:20][C:21]4[CH:22]=[CH:23][C:24]([Cl:34])=[C:25]([CH2:27][NH:28][CH2:29][C:30]([OH:32])=[O:31])[CH:26]=4)[CH:18]=3)[C:6]=2[CH2:5]1)=[O:3], predict the reactants needed to synthesize it. The reactants are: [NH2:1][C:2]([N:4]1[CH2:9][CH2:8][C:7]2[N:10]([CH2:36][CH2:37][CH2:38][N:39]3[CH2:44][CH2:43][O:42][CH2:41][C@@H:40]3[CH3:45])[N:11]=[C:12]([C:13]3[CH:14]=[CH:15][C:16]([Cl:35])=[C:17]([C:19]#[C:20][C:21]4[CH:22]=[CH:23][C:24]([Cl:34])=[C:25]([CH2:27][NH:28][CH2:29][C:30]([O:32]C)=[O:31])[CH:26]=4)[CH:18]=3)[C:6]=2[CH2:5]1)=[O:3].[Li+].[OH-].C1COCC1.CO. (7) Given the product [F:1][C:2]1[CH:10]=[CH:9][C:5]([C:6]([O:8][CH3:18])=[O:7])=[CH:4][C:3]=1[N+:11]([O-:13])=[O:12], predict the reactants needed to synthesize it. The reactants are: [F:1][C:2]1[CH:10]=[CH:9][C:5]([C:6]([OH:8])=[O:7])=[CH:4][C:3]=1[N+:11]([O-:13])=[O:12].O=S(Cl)Cl.[CH3:18]O. (8) Given the product [CH2:1]([CH:8]1[CH2:12][CH2:11][CH2:10][N:9]1[C:13]1[N:34]=[CH:33][C:32]([Cl:35])=[CH:31][C:14]=1[C:15]([NH:17][C:18]1([C:21]2[CH:30]=[CH:29][C:24]([C:25]([OH:27])=[O:26])=[CH:23][CH:22]=2)[CH2:20][CH2:19]1)=[O:16])[C:2]1[CH:7]=[CH:6][CH:5]=[CH:4][CH:3]=1, predict the reactants needed to synthesize it. The reactants are: [CH2:1]([CH:8]1[CH2:12][CH2:11][CH2:10][N:9]1[C:13]1[N:34]=[CH:33][C:32]([Cl:35])=[CH:31][C:14]=1[C:15]([NH:17][C:18]1([C:21]2[CH:30]=[CH:29][C:24]([C:25]([O:27]C)=[O:26])=[CH:23][CH:22]=2)[CH2:20][CH2:19]1)=[O:16])[C:2]1[CH:7]=[CH:6][CH:5]=[CH:4][CH:3]=1.O. (9) The reactants are: [CH3:1][S:2][C:3]1[CH:29]=[CH:28][C:6]([CH2:7][O:8][C:9]2[CH:10]=[N:11][C:12]([N:15]3[CH2:20][CH2:19][N:18]([C:21]([O:23][C:24]([CH3:27])([CH3:26])[CH3:25])=[O:22])[CH2:17][CH2:16]3)=[N:13][CH:14]=2)=[CH:5][CH:4]=1.OO.C(=O)([O-])[OH:33].[Na+]. Given the product [CH3:1][S:2]([C:3]1[CH:4]=[CH:5][C:6]([CH2:7][O:8][C:9]2[CH:10]=[N:11][C:12]([N:15]3[CH2:16][CH2:17][N:18]([C:21]([O:23][C:24]([CH3:26])([CH3:25])[CH3:27])=[O:22])[CH2:19][CH2:20]3)=[N:13][CH:14]=2)=[CH:28][CH:29]=1)=[O:33], predict the reactants needed to synthesize it. (10) Given the product [OH:1][CH:2]1[CH:8]([NH:9][C:10](=[O:38])[C@H:11]([CH2:34][CH:35]([CH3:36])[CH3:37])[NH:12][C@@H:13]([C:18]2[CH:23]=[CH:22][C:21]([C:24]3[CH:29]=[CH:28][C:27]([S:30]([CH3:33])(=[O:31])=[O:32])=[CH:26][CH:25]=3)=[CH:20][CH:19]=2)[C:14]([F:15])([F:17])[F:16])[CH2:7][CH2:6][CH2:5][N:4]([S:52]([C:47]2[CH:48]=[CH:49][CH:50]=[CH:51][N:46]=2)(=[O:54])=[O:53])[CH2:3]1, predict the reactants needed to synthesize it. The reactants are: [OH:1][CH:2]1[CH:8]([NH:9][C:10](=[O:38])[C@H:11]([CH2:34][CH:35]([CH3:37])[CH3:36])[NH:12][C@@H:13]([C:18]2[CH:23]=[CH:22][C:21]([C:24]3[CH:29]=[CH:28][C:27]([S:30]([CH3:33])(=[O:32])=[O:31])=[CH:26][CH:25]=3)=[CH:20][CH:19]=2)[C:14]([F:17])([F:16])[F:15])[CH2:7][CH2:6][CH2:5][NH:4][CH2:3]1.C(N(CC)CC)C.[N:46]1[CH:51]=[CH:50][CH:49]=[CH:48][C:47]=1[S:52](Cl)(=[O:54])=[O:53].